This data is from Reaction yield outcomes from USPTO patents with 853,638 reactions. The task is: Predict the reaction yield, written as a fraction of the theoretical maximum amount of product (1.0 means a 100% yield; for example, 0.34 means a 34% yield). (1) The reactants are Br[C:2]1[CH:8]=[C:7]([CH:9]([CH3:11])[CH3:10])[C:5]([NH2:6])=[C:4]([CH:12]([CH3:14])[CH3:13])[CH:3]=1.O.[O-]P([O-])([O-])=O.[K+].[K+].[K+]. The catalyst is C1(C)C=CC=CC=1.O.C1C=CC(/C=C/C(/C=C/C2C=CC=CC=2)=O)=CC=1.C1C=CC(/C=C/C(/C=C/C2C=CC=CC=2)=O)=CC=1.C1C=CC(/C=C/C(/C=C/C2C=CC=CC=2)=O)=CC=1.[Pd].[Pd].C1(P(C2CCCCC2)C2C=CC=CC=2C2C(OC)=CC=CC=2OC)CCCCC1. The product is [CH:12]([C:4]1[CH:3]=[C:2]([C:2]2[CH:8]=[CH:7][CH:5]=[CH:4][CH:3]=2)[CH:8]=[C:7]([CH:9]([CH3:11])[CH3:10])[C:5]=1[NH2:6])([CH3:14])[CH3:13]. The yield is 0.500. (2) The reactants are C(OC([NH:8][C@@H:9]([C:44]([CH3:47])([CH3:46])[CH3:45])[C:10]([N:12]1[C@H:21]([C:22]([N:24]([CH2:33][C:34]2[CH:43]=[CH:42][C:37]([C:38]([O:40][CH3:41])=[O:39])=[CH:36][CH:35]=2)[CH2:25][CH2:26][C:27]2[CH:32]=[CH:31][CH:30]=[CH:29][CH:28]=2)=[O:23])[CH2:20][C:19]2[C:14](=[CH:15][CH:16]=[CH:17][CH:18]=2)[CH2:13]1)=[O:11])=O)(C)(C)C.C(O)(C(F)(F)F)=O. The catalyst is C(Cl)Cl. The product is [NH2:8][C@@H:9]([C:44]([CH3:47])([CH3:46])[CH3:45])[C:10]([N:12]1[C@H:21]([C:22]([N:24]([CH2:33][C:34]2[CH:35]=[CH:36][C:37]([C:38]([O:40][CH3:41])=[O:39])=[CH:42][CH:43]=2)[CH2:25][CH2:26][C:27]2[CH:32]=[CH:31][CH:30]=[CH:29][CH:28]=2)=[O:23])[CH2:20][C:19]2[C:14](=[CH:15][CH:16]=[CH:17][CH:18]=2)[CH2:13]1)=[O:11]. The yield is 0.930. (3) The reactants are Cl[C:2]1[C:7]([N+:8]([O-:10])=[O:9])=[C:6]([NH2:11])[CH:5]=[C:4]([Cl:12])[N:3]=1.[CH3:13][Al](C)C. The catalyst is CN(C=O)C.C1C=CC([P]([Pd]([P](C2C=CC=CC=2)(C2C=CC=CC=2)C2C=CC=CC=2)([P](C2C=CC=CC=2)(C2C=CC=CC=2)C2C=CC=CC=2)[P](C2C=CC=CC=2)(C2C=CC=CC=2)C2C=CC=CC=2)(C2C=CC=CC=2)C2C=CC=CC=2)=CC=1. The product is [Cl:12][C:4]1[N:3]=[C:2]([CH3:13])[C:7]([N+:8]([O-:10])=[O:9])=[C:6]([NH2:11])[CH:5]=1. The yield is 0.450. (4) The reactants are [Cl:1][C:2]1[CH:26]=[CH:25][C:5]2[N:6]3[CH:24]=[CH:23][CH:22]=[C:7]3[C:8]3([CH2:14][CH2:13][N:12]([C:15]([O:17][C:18]([CH3:21])([CH3:20])[CH3:19])=[O:16])[CH2:11][CH2:10]3)[O:9][C:4]=2[CH:3]=1.C(=O)([O-])[O-].[K+].[K+].[F:33][C:34]([F:49])([F:48])[S+]1C2C=CC=CC=2C2C=CC=CC1=2.[F:33][C:34]([F:49])([F:48])S([O-])(=O)=O. The catalyst is CN(C)C=O. The product is [Cl:1][C:2]1[CH:26]=[CH:25][C:5]2[N:6]3[C:24]([C:34]([F:49])([F:48])[F:33])=[CH:23][CH:22]=[C:7]3[C:8]3([CH2:14][CH2:13][N:12]([C:15]([O:17][C:18]([CH3:20])([CH3:21])[CH3:19])=[O:16])[CH2:11][CH2:10]3)[O:9][C:4]=2[CH:3]=1. The yield is 0.630. (5) The reactants are [Br:1][C:2]1[C:3](Cl)=[N:4][C:5]([Cl:8])=[N:6][CH:7]=1.[CH3:10][C:11]1[C:15]([Sn](CCCC)(CCCC)CCCC)=[C:14]([CH3:29])[O:13][N:12]=1. The catalyst is CN(C=O)C.Cl[Pd](Cl)([P](C1C=CC=CC=1)(C1C=CC=CC=1)C1C=CC=CC=1)[P](C1C=CC=CC=1)(C1C=CC=CC=1)C1C=CC=CC=1. The product is [Br:1][C:2]1[C:3]([C:15]2[C:11]([CH3:10])=[N:12][O:13][C:14]=2[CH3:29])=[N:4][C:5]([Cl:8])=[N:6][CH:7]=1. The yield is 0.730.